This data is from Full USPTO retrosynthesis dataset with 1.9M reactions from patents (1976-2016). The task is: Predict the reactants needed to synthesize the given product. (1) Given the product [CH3:19][C:16]1([CH3:18])[C:7]2[CH2:8][O:9][CH:11]=[CH:12][C:5]3=[CH:21][CH:15]([CH2:20][N+:25]([O-:27])=[O:26])[O:14][B:13]([C:6]=23)[O:17]1, predict the reactants needed to synthesize it. The reactants are: OC(C)(C)CO[C:5]1[C:6]([B:13]2[O:17][C:16]([CH3:19])([CH3:18])[C:15]([CH3:21])([CH3:20])[O:14]2)=[C:7](C=[CH:11][CH:12]=1)[CH:8]=[O:9].C[N+:25]([O-:27])=[O:26].[OH-].[Na+].Cl. (2) Given the product [Cl:16][C:17]1[CH:18]=[CH:19][C:20]([C:23]2[CH:28]=[CH:27][CH:26]=[CH:25][C:24]=2[CH2:29][N:4]2[CH2:5][CH2:6][C:7](=[O:9])[CH2:8][C@@H:3]2[CH3:2])=[CH:21][CH:22]=1, predict the reactants needed to synthesize it. The reactants are: Cl.[CH3:2][C@H:3]1[CH2:8][C:7](=[O:9])[CH2:6][CH2:5][NH:4]1.C([O-])([O-])=O.[K+].[K+].[Cl:16][C:17]1[CH:22]=[CH:21][C:20]([C:23]2[CH:28]=[CH:27][CH:26]=[CH:25][C:24]=2[CH2:29]I)=[CH:19][CH:18]=1. (3) Given the product [CH2:1]([O:3][C:4](=[O:5])[CH2:6][CH2:7][C:8]1[CH:9]=[C:10]2[C:14](=[CH:15][CH:16]=1)[NH:13][C:12]([C:17](=[O:19])[NH:22][CH2:63][CH2:62][CH2:61][CH2:60][CH2:59][CH2:58][C:57](=[O:65])[NH:56][O:55][CH:50]1[CH2:51][CH2:52][CH2:53][CH2:54][O:49]1)=[CH:11]2)[CH3:2], predict the reactants needed to synthesize it. The reactants are: [CH2:1]([O:3][C:4](/[CH:6]=[CH:7]/[C:8]1[CH:9]=[C:10]2[C:14](=[CH:15][CH:16]=1)[NH:13][C:12]([C:17]([OH:19])=O)=[CH:11]2)=[O:5])[CH3:2].CC[N:22]=C=NCCCN(C)C.Cl.CCN(CC)CC.C1C=CC2N(O)N=NC=2C=1.[O:49]1[CH2:54][CH2:53][CH2:52][CH2:51][CH:50]1[O:55][NH:56][C:57](=[O:65])[CH:58](N)[CH2:59][CH2:60][CH2:61][CH2:62][CH3:63].C(O)(=O)CC(CC(O)=O)(C(O)=O)O. (4) Given the product [N:12]1([CH2:2][C:3]2[N:7]([CH2:8][CH3:16])[N:6]=[C:5]([N+:9]([O-:11])=[O:10])[CH:4]=2)[CH2:15][CH2:14][CH2:13]1, predict the reactants needed to synthesize it. The reactants are: Br[CH2:2][C:3]1[N:7]([CH3:8])[N:6]=[C:5]([N+:9]([O-:11])=[O:10])[CH:4]=1.[NH:12]1[CH2:15][CH2:14][CH2:13]1.[CH2:16]1COCC1. (5) Given the product [C:1]1([C:7]2[CH:8]=[CH:9][N:10]3[C:15]=2[C:14]([NH:16][CH2:17][C:18]2[CH:23]=[CH:22][CH:21]=[CH:20][N:19]=2)=[N:13][C:12]([CH:24]2[CH2:26][CH:25]2[C:27]([NH2:28])=[O:33])=[N:11]3)[CH:2]=[CH:3][CH:4]=[CH:5][CH:6]=1, predict the reactants needed to synthesize it. The reactants are: [C:1]1([C:7]2[CH:8]=[CH:9][N:10]3[C:15]=2[C:14]([NH:16][CH2:17][C:18]2[CH:23]=[CH:22][CH:21]=[CH:20][N:19]=2)=[N:13][C:12]([CH:24]2[CH2:26][CH:25]2[C:27]#[N:28])=[N:11]3)[CH:6]=[CH:5][CH:4]=[CH:3][CH:2]=1.CC([O-:33])(C)C.[K+].